Dataset: Forward reaction prediction with 1.9M reactions from USPTO patents (1976-2016). Task: Predict the product of the given reaction. (1) Given the reactants C(=O)([O-])[O-].[K+].[K+].[OH:7][C:8]1[CH:9]=[C:10]([CH2:14][C:15]([O:17][CH2:18][CH3:19])=[O:16])[CH:11]=[CH:12][CH:13]=1.Br[CH2:21][C:22]([O:24][C:25]([CH3:28])([CH3:27])[CH3:26])=[O:23], predict the reaction product. The product is: [C:25]([O:24][C:22](=[O:23])[CH2:21][O:7][C:8]1[CH:9]=[C:10]([CH2:14][C:15]([O:17][CH2:18][CH3:19])=[O:16])[CH:11]=[CH:12][CH:13]=1)([CH3:28])([CH3:27])[CH3:26]. (2) The product is: [CH3:1][O:2][C:3]([C:5]1[N:6]([CH3:25])[N:7]=[C:8]([O:10][CH2:11][C:12]2[C:13]([C:18]3[CH:23]=[CH:22][C:21]([F:24])=[CH:20][N:19]=3)=[N:14][O:15][C:16]=2[CH3:17])[CH:9]=1)=[O:4]. Given the reactants [CH3:1][O:2][C:3]([C:5]1[NH:6][N:7]=[C:8]([O:10][CH2:11][C:12]2[C:13]([C:18]3[CH:23]=[CH:22][C:21]([F:24])=[CH:20][N:19]=3)=[N:14][O:15][C:16]=2[CH3:17])[CH:9]=1)=[O:4].[C:25](=O)([O-])[O-].[Cs+].[Cs+].CI, predict the reaction product. (3) Given the reactants [C:1]([O:5][C:6]([N:8]1[CH2:13][CH2:12][N:11]([C:14]2[CH:19]=[CH:18][C:17]([N+:20]([O-])=O)=[C:16]([N:23]3[C:27]([CH3:28])=[CH:26][CH:25]=[C:24]3[CH3:29])[CH:15]=2)[CH2:10][CH2:9]1)=[O:7])([CH3:4])([CH3:3])[CH3:2], predict the reaction product. The product is: [C:1]([O:5][C:6]([N:8]1[CH2:9][CH2:10][N:11]([C:14]2[CH:19]=[CH:18][C:17]([NH2:20])=[C:16]([N:23]3[C:24]([CH3:29])=[CH:25][CH:26]=[C:27]3[CH3:28])[CH:15]=2)[CH2:12][CH2:13]1)=[O:7])([CH3:4])([CH3:3])[CH3:2]. (4) Given the reactants [Cl:1][C:2]1[CH:3]=[C:4]2[C:9](=[C:10]([Cl:12])[CH:11]=1)[CH2:8][N:7]([CH3:13])[CH2:6][C@H:5]2[C:14]1[CH:15]=[C:16]([S:20]([NH:23][CH2:24][CH2:25][O:26]CCOCCNC(=O)OC(C)(C)C)(=[O:22])=[O:21])[CH:17]=[CH:18][CH:19]=1.NCCOCCOCC[NH:49][C:50](=O)[O:51][C:52](C)(C)[CH3:53].[O-]P([O-])([O-])=O.[K+].[K+].[K+].S(Cl)(Cl)(=O)=O, predict the reaction product. The product is: [NH2:49][CH2:50][O:51][CH2:52][CH2:53][O:26][CH2:25][CH2:24][NH:23][S:20]([C:16]1[CH:17]=[CH:18][CH:19]=[C:14]([C@H:5]2[C:4]3[C:9](=[C:10]([Cl:12])[CH:11]=[C:2]([Cl:1])[CH:3]=3)[CH2:8][N:7]([CH3:13])[CH2:6]2)[CH:15]=1)(=[O:21])=[O:22].